Dataset: Forward reaction prediction with 1.9M reactions from USPTO patents (1976-2016). Task: Predict the product of the given reaction. (1) Given the reactants [F:1][C:2]1[C:19](I)=[CH:18][C:5]2[C:6]3[N:10]=[C:9]([C:11]([NH2:13])=[O:12])[NH:8][C:7]=3[CH:14]3[CH2:17][CH:16]([C:4]=2[CH:3]=1)[CH2:15]3.[N:21]1[CH:26]=[CH:25][CH:24]=[N:23][C:22]=1[C@:27]([OH:31])([C:29]#[CH:30])[CH3:28].C(Cl)Cl, predict the reaction product. The product is: [NH3:8].[F:1][C:2]1[C:19]([C:30]#[C:29][C@@:27]([OH:31])([C:22]2[N:23]=[CH:24][CH:25]=[CH:26][N:21]=2)[CH3:28])=[CH:18][C:5]2[C:6]3[N:10]=[C:9]([C:11]([NH2:13])=[O:12])[NH:8][C:7]=3[CH:14]3[CH2:17][CH:16]([C:4]=2[CH:3]=1)[CH2:15]3. (2) Given the reactants [Cl:1][C:2]1[CH:7]=[CH:6][C:5]([C:8]2[CH:13]=[C:12]([C:14]([F:17])([F:16])[F:15])[N:11]=[C:10]([N:18]3[CH:22]=[C:21]([Sn](CCCC)(CCCC)CCCC)[N:20]=[CH:19]3)[N:9]=2)=[CH:4][CH:3]=1.[C:36]([NH:40][S:41]([C:44]1[S:48][C:47](Cl)=[N:46][CH:45]=1)(=[O:43])=[O:42])([CH3:39])([CH3:38])[CH3:37].[F-].[K+].O, predict the reaction product. The product is: [C:36]([NH:40][S:41]([C:44]1[S:48][C:47]([C:21]2[N:20]=[CH:19][N:18]([C:10]3[N:9]=[C:8]([C:5]4[CH:6]=[CH:7][C:2]([Cl:1])=[CH:3][CH:4]=4)[CH:13]=[C:12]([C:14]([F:17])([F:15])[F:16])[N:11]=3)[CH:22]=2)=[N:46][CH:45]=1)(=[O:42])=[O:43])([CH3:39])([CH3:37])[CH3:38]. (3) Given the reactants [Cl:1][C:2]1[CH:3]=[C:4]([CH:8]=[CH:9][C:10]=1[C:11](=[O:26])[NH:12][C:13]1[CH:18]=[CH:17][C:16]([Cl:19])=[C:15]([C:20]2[CH:25]=[CH:24][CH:23]=[CH:22][N:21]=2)[CH:14]=1)[C:5](O)=[O:6].[CH3:27][S:28]([C:31]1[CH:36]=[CH:35][C:34]([CH2:37][NH2:38])=[CH:33][CH:32]=1)(=[O:30])=[O:29], predict the reaction product. The product is: [Cl:1][C:2]1[CH:3]=[C:4]([C:5]([NH:38][CH2:37][C:34]2[CH:33]=[CH:32][C:31]([S:28]([CH3:27])(=[O:30])=[O:29])=[CH:36][CH:35]=2)=[O:6])[CH:8]=[CH:9][C:10]=1[C:11]([NH:12][C:13]1[CH:18]=[CH:17][C:16]([Cl:19])=[C:15]([C:20]2[CH:25]=[CH:24][CH:23]=[CH:22][N:21]=2)[CH:14]=1)=[O:26]. (4) Given the reactants [N+:1]([C:4]1[CH:9]=[CH:8][CH:7]=[C:6]([CH2:10][CH:11]=[CH2:12])[C:5]=1[OH:13])([O-:3])=[O:2].Br[CH2:15][C:16]#[C:17][CH3:18].C([O-])([O-])=O.[K+].[K+], predict the reaction product. The product is: [CH2:15]([O:13][C:5]1[C:6]([CH2:10][CH:11]=[CH2:12])=[CH:7][CH:8]=[CH:9][C:4]=1[N+:1]([O-:3])=[O:2])[C:16]#[C:17][CH3:18]. (5) Given the reactants Br[CH2:2][C:3]1[CH:12]=[C:11]2[C:6]([CH:7]=[C:8]([C:17]([O:19][CH2:20][CH3:21])=[O:18])[CH:9]([C:13]([F:16])([F:15])[F:14])[O:10]2)=[CH:5][C:4]=1[Cl:22].[S:23]1[CH:27]=[CH:26][C:25](B(O)O)=[CH:24]1.C([O-])([O-])=O.[Na+].[Na+], predict the reaction product. The product is: [Cl:22][C:4]1[CH:5]=[C:6]2[C:11](=[CH:12][C:3]=1[CH2:2][C:25]1[CH:26]=[CH:27][S:23][CH:24]=1)[O:10][CH:9]([C:13]([F:16])([F:15])[F:14])[C:8]([C:17]([O:19][CH2:20][CH3:21])=[O:18])=[CH:7]2.